This data is from Catalyst prediction with 721,799 reactions and 888 catalyst types from USPTO. The task is: Predict which catalyst facilitates the given reaction. Reactant: [S:1]1[C:5]2[NH:6][C:7]([C:9]([O:11][CH2:12][CH3:13])=[O:10])=[CH:8][C:4]=2[CH:3]=[CH:2]1.CCCC[N+](CCCC)(CCCC)CCCC.[F-].C1C(=O)N([Br:39])C(=O)C1.CCOC(C)=O. Product: [Br:39][C:8]1[C:4]2[CH:3]=[CH:2][S:1][C:5]=2[NH:6][C:7]=1[C:9]([O:11][CH2:12][CH3:13])=[O:10]. The catalyst class is: 4.